From a dataset of Experimentally validated miRNA-target interactions with 360,000+ pairs, plus equal number of negative samples. Binary Classification. Given a miRNA mature sequence and a target amino acid sequence, predict their likelihood of interaction. (1) The miRNA is hsa-miR-455-3p with sequence GCAGUCCAUGGGCAUAUACAC. The protein sequence of the target gene is MSLLNCENSCGSSQSESDCCVAMASSCSAVTKDDSVGGTASTGNLSSSFMEEIQGYDVEFDPPLESKYECPICLMALREAVQTPCGHRFCKACIIKSIRDAGHKCPVDNEILLENQLFPDNFAKREILSLMVKCPNEGCLHKMELRHLEDHQAHCEFALMDCPQCQRPFQKFHINIHILKDCPRRQVSCDNCAASMAFEDKEIHDQNCPLANVICEYCNTILIREQMPNHYDLDCPTAPIPCTFSTFGCHEKMQRNHLARHLQENTQSHMRMLAQAVHSLSVIPDSGYISEVRNFQETIH.... Result: 1 (interaction). (2) Result: 0 (no interaction). The protein sequence of the target gene is MRLLEKLCSSAAGSSAPKPAFAKVLTPNRIPEFCIPPRLPAPCTLESPIRAAAVPRRCAAESDLWPRAADEDAGRTDWDPRSQAALSLPHLPRVRTTYGFCALLESPHTRRKESLLLGGPPAPRPRAHSCGGGGGPDAPLGTLCGPRGPGPATPAAPGGPRLPQDALAAGPRRCRLLRVPDGLLSRALRAGRSRRLARVRSVSSGNEDEERRAGSESPARAPSSSPLSSRAPLPERLEAKGTVALGRAGDALRLAAEYCPGTRRLRLRLLRAESLFGGAPGPRAVRCRLSLVLRPPGTAR.... The miRNA is hsa-miR-1203 with sequence CCCGGAGCCAGGAUGCAGCUC. (3) The miRNA is mmu-miR-707 with sequence CAGUCAUGCCGCUUGCCUACG. The protein sequence of the target gene is MEPEPVEDCVQSTLAALYPPFEATAPTLLGQVFQVVERTYREDALRYTLDFLVPAKHLLAKVQQEACAQYSGFLFFHEGWPLCLHEQVVVQLAALPWQLLRPGDFYLQVVPSAAQAPRLALKCLAPGGGRVQEVPVPNEACAYLFTPEWLQGINKDRPTGRLSTCLLSAPSGIQRLPWAELICPRFVHKEGLMVGHQPSTLPPELPSGPPGLPSPPLPEEALGTRSPGDGHNAPVEGPEGEYVELLEVTLPVRGSPTDAEGSPGLSRVRTVPTRKGAGGKGRHRRHRAWMHQKGLGPRGQ.... Result: 0 (no interaction). (4) The miRNA is hsa-miR-4694-5p with sequence AGGUGUUAUCCUAUCCAUUUGC. The protein sequence of the target gene is MAGLNSLEAVKRKIQALQQQADDAEDRAQGLQRELDGERERREKAEGDAAALNRRIQLLEEELDRAQEQLATALQNLEEAEKAADESERGMKVIENRAMKDEEKMEILEMQLKEAKHITDEADRKYEEVARKLVILEGELKRAEERAEVSELKCGDLEEELKNVTNNLKSLEAASEKYSEKEDKYEEEIKLLSDKLKEAETRAEFAERTVSKLEKTIDDLEEKLAQAKEENVGLHQTLDQTLNELNCI. Result: 0 (no interaction). (5) The miRNA is hsa-miR-1976 with sequence CCUCCUGCCCUCCUUGCUGU. The protein sequence of the target gene is MATGGQQKENTLLHLFAGGCGGTVGAIFTCPLEVIKTRLQSSRLALRTVYYPQVHLGTISGAGMVRPTSVTPGLFQVLKSILEKEGPKSLFRGLGPNLVGVAPSRAVYFACYSKAKEQFNGIFVPNSNIVHIFSAGSAAFITNSLMNPIWMVKTRMQLEQKVRGSKQMNTLQCARYVYQTEGIRGFYRGLTASYAGISETIICFAIYESLKKYLKEAPLASSANGTEKNSTSFFGLMAAAALSKGCASCIAYPHEVIRTRLREEGTKYKSFVQTARLVFREEGYLAFYRGLFAQLIRQIP.... Result: 1 (interaction). (6) The miRNA is rno-miR-193a-3p with sequence AACUGGCCUACAAAGUCCCAGU. The protein sequence of the target gene is MHRDAWLPRPAFSLTGLSLFFSLVPSGRSMEVTVPTTLSVLNGSDTRLPCTFNSCYTVNHKQFSLNWTYQECSNCSEEMFLQFRMKIINLKLERFGDRVEFSGNPSKYDVSVTLKNVQLEDEGIYNCYITNPPDRHRGHGKIYLQVLLEVPPERDSTVAVIVGASVGGFLAVVILVLMVVKCVRRKKEQKLSTDDLKTEEEGKTDGEGNAEDGAK. Result: 0 (no interaction).